From a dataset of Antibody developability classification from SAbDab with 2,409 antibodies. Regression/Classification. Given an antibody's heavy chain and light chain sequences, predict its developability. TAP uses regression for 5 developability metrics; SAbDab uses binary classification. (1) The antibody is ['QVQLQQSGAELVKPGASVKLSCTASGFNIKDTYMHWVKQRPKQGLEWIGRIDPANVDTKYDPKFQDKATITADTSSKTTYLQLSSLTSEDTAVYYCASYYGIYWGQGTTLTVSS', 'DIQMTQSPSSLSASLGERVSLTCRASQEINGYLGWLQQKPDGTIKRLIYAASTLHSGVPKRFSGSRSGSDYSLTISSLESEDFADYYCLQYASYPRTFGGGTKVEIK']. Result: 1 (developable). (2) Result: 0 (not developable). The antibody is ['QMQLVQSGAEVKKPGAPVKVSCKVSGYTFTDYYMHWVQQAPGKGLEWMGLVDPEDGETIYAEKFQGRVTITADTSTDTAYMELSSLRSEDTAVYYCATDATTPYWGMMWWGQGTLVTVSS', 'DIQMIQSPSSLSASVGDRVTITCQASQDISNYLNWYQQKPGRAPKVLIYDASNLETGVPSRFSGSGSGTEFTLTISNLRPDDFATYYCQQGDSFPLTFGGGTKVEIK']. (3) The antibody is ['QVQLQEPGGELVRPGASVKLSCKASGYTFTSYWINWVKQRPGQGLEWIGNIYPSDSYTNYNQKFKDKATLTVDKSSSTAYMQLSSLTSEDSAVYFCARWGYWGQGTLVTVSA', 'DIVLTQSHKFMSTSVGDRVSITCKASQDVGTAVAWYQQKPGQSPKLLIYWASTRHTGVPDRFTGSGSGTDFTLTISNVQSEDLADYFCQQYSSYPLTFGAGTKLELK']. Result: 0 (not developable).